This data is from Full USPTO retrosynthesis dataset with 1.9M reactions from patents (1976-2016). The task is: Predict the reactants needed to synthesize the given product. (1) The reactants are: [C:1]([C:5]1[CH:10]=[CH:9][C:8]([S:11](Cl)(=[O:13])=[O:12])=[CH:7][C:6]=1[F:15])([CH3:4])([CH3:3])[CH3:2].[F:16][CH2:17][C:18]1[CH:22]=[C:21]([NH2:23])[N:20]([C:24]2[CH:33]=[CH:32][CH:31]=[C:30]3[C:25]=2[CH:26]=[CH:27][CH:28]=[N:29]3)[N:19]=1.[OH-].[Li+].[OH-].[Na+].Cl. Given the product [C:1]([C:5]1[CH:10]=[CH:9][C:8]([S:11]([NH:23][C:21]2[N:20]([C:24]3[CH:33]=[CH:32][CH:31]=[C:30]4[C:25]=3[CH:26]=[CH:27][CH:28]=[N:29]4)[N:19]=[C:18]([CH2:17][F:16])[CH:22]=2)(=[O:13])=[O:12])=[CH:7][C:6]=1[F:15])([CH3:4])([CH3:3])[CH3:2], predict the reactants needed to synthesize it. (2) The reactants are: Cl[CH2:2][Si:3]([CH3:6])([CH3:5])[CH3:4].[NH2:7][C:8]1[CH:13]=[CH:12][C:11]([C:14]2[S:15][CH:16]=[CH:17][CH:18]=2)=[CH:10][C:9]=1[NH:19][C:20](=[O:32])[C:21]1[CH:26]=[CH:25][C:24]([CH:27]([NH2:31])[C:28]([NH2:30])=[O:29])=[CH:23][CH:22]=1.C(=O)([O-])[O-].[K+].[K+].[I-].[K+]. Given the product [NH2:30][C:28](=[O:29])[CH:27]([C:24]1[CH:25]=[CH:26][C:21]([C:20]([NH:19][C:9]2[CH:10]=[C:11]([C:14]3[S:15][CH:16]=[CH:17][CH:18]=3)[CH:12]=[CH:13][C:8]=2[NH2:7])=[O:32])=[CH:22][CH:23]=1)[NH:31][CH2:2][Si:3]([CH3:6])([CH3:5])[CH3:4], predict the reactants needed to synthesize it.